This data is from Full USPTO retrosynthesis dataset with 1.9M reactions from patents (1976-2016). The task is: Predict the reactants needed to synthesize the given product. (1) Given the product [CH2:1]([N:8]1[CH2:13][CH2:12][O:11][C:10]([CH2:15][CH2:16][OH:17])([CH3:14])[CH2:9]1)[C:2]1[CH:3]=[CH:4][CH:5]=[CH:6][CH:7]=1, predict the reactants needed to synthesize it. The reactants are: [CH2:1]([N:8]1[CH2:13][CH2:12][O:11][C:10]([CH2:15][CH2:16][OH:17])([CH3:14])[C:9]1=O)[C:2]1[CH:7]=[CH:6][CH:5]=[CH:4][CH:3]=1.C(O)C. (2) The reactants are: [CH3:1][O:2][C:3](=[O:34])[CH:4]([NH:11][CH2:12][C:13]1[CH:18]=[CH:17][C:16]([O:19][CH2:20][CH2:21][C:22]2[N:23]=[C:24]([C:28]3[CH:33]=[CH:32][CH:31]=[CH:30][CH:29]=3)[O:25][C:26]=2[CH3:27])=[CH:15][CH:14]=1)[C:5]1[CH:10]=[CH:9][CH:8]=[CH:7][CH:6]=1.C(N(CC)CC)C.[C:42](Cl)(=[O:44])[CH3:43]. Given the product [CH3:1][O:2][C:3](=[O:34])[C:4]([C:42](=[O:44])[CH3:43])([NH:11][CH2:12][C:13]1[CH:18]=[CH:17][C:16]([O:19][CH2:20][CH2:21][C:22]2[N:23]=[C:24]([C:28]3[CH:33]=[CH:32][CH:31]=[CH:30][CH:29]=3)[O:25][C:26]=2[CH3:27])=[CH:15][CH:14]=1)[C:5]1[CH:10]=[CH:9][CH:8]=[CH:7][CH:6]=1, predict the reactants needed to synthesize it. (3) Given the product [CH:27]([OH:26])=[O:32].[CH2:1]([NH:3][C:4]([NH:6][C:7]1[CH:8]=[CH:9][C:10]([C:13]2[N:14]=[C:15]([N:23]3[CH2:28][CH2:27][O:26][CH2:25][C@@H:24]3[CH3:29])[C:16]3[CH2:22][CH2:21][N:20]([CH:31]([CH3:33])[CH3:30])[CH2:19][C:17]=3[N:18]=2)=[CH:11][CH:12]=1)=[O:5])[CH3:2], predict the reactants needed to synthesize it. The reactants are: [CH2:1]([NH:3][C:4]([NH:6][C:7]1[CH:12]=[CH:11][C:10]([C:13]2[N:14]=[C:15]([N:23]3[CH2:28][CH2:27][O:26][CH2:25][C@@H:24]3[CH3:29])[C:16]3[CH2:22][CH2:21][NH:20][CH2:19][C:17]=3[N:18]=2)=[CH:9][CH:8]=1)=[O:5])[CH3:2].[CH3:30][C:31]([CH3:33])=[O:32]. (4) Given the product [CH3:26][C:24]1[O:23][N:22]=[C:21]([CH:19]([NH:20][C:15]([C:7]2[CH:6]=[CH:5][C:4]([CH:1]3[CH2:2][CH2:3]3)=[C:9]([O:10][CH2:11][CH:12]3[CH2:13][CH2:14]3)[N:8]=2)=[O:17])[CH3:18])[N:25]=1, predict the reactants needed to synthesize it. The reactants are: [CH:1]1([C:4]2[CH:5]=[CH:6][C:7]([C:15]([OH:17])=O)=[N:8][C:9]=2[O:10][CH2:11][CH:12]2[CH2:14][CH2:13]2)[CH2:3][CH2:2]1.[CH3:18][CH:19]([C:21]1[N:25]=[C:24]([CH3:26])[O:23][N:22]=1)[NH2:20].CO. (5) Given the product [C:133]([C:132]([N:95]([C:90]1[CH:91]=[CH:92][CH:93]=[CH:94][C:89]=1[C:87]([OH:88])=[O:86])[C:96]1[C:105]2[C:100](=[CH:101][CH:102]=[CH:103][CH:104]=2)[C:99]([CH2:106][C@@H:107]([C:113]([NH:115][CH2:116][CH2:117][CH2:118][CH2:119][C:120]([NH:122][C@H:123]([C:128]([OH:130])=[O:129])[CH2:124][CH2:125][S:126][CH3:127])=[O:121])=[O:114])[NH:108][C:109]([O:111][CH3:112])=[O:110])=[CH:98][CH:97]=1)=[O:140])([OH:135])=[O:134], predict the reactants needed to synthesize it. The reactants are: C(NC(CC1C=CC(N(C(=O)C(OC(C)(C)C)=O)C2C=CC=CC=2C(OC(C2C=CC=CC=2)C2C=CC=CC=2)=O)=C(CC)C=1)C(NCCCCC(N[C@@H](CC1C=CC(OC(C)(C)C)=CC=1)C(O)=O)=O)=O)(=O)C.C([O:86][C:87]([C:89]1[CH:94]=[CH:93][CH:92]=[CH:91][C:90]=1[N:95]([C:132](=[O:140])[C:133]([O:135]C(C)(C)C)=[O:134])[C:96]1[C:105]2[C:100](=[CH:101][CH:102]=[CH:103][CH:104]=2)[C:99]([CH2:106][C@@H:107]([C:113]([NH:115][CH2:116][CH2:117][CH2:118][CH2:119][C:120]([NH:122][C@H:123]([C:128]([O:130]C)=[O:129])[CH2:124][CH2:125][S:126][CH3:127])=[O:121])=[O:114])[NH:108][C:109]([O:111][CH3:112])=[O:110])=[CH:98][CH:97]=1)=[O:88])(C1C=CC=CC=1)C1C=CC=CC=1. (6) Given the product [C:1]([O:5][C:6]([N:8]1[CH2:20][C@@H:19]([CH3:21])[N:18]2[C@H:10]([CH2:11][C:12]3[C:17]2=[N:16][C:15]([C:29]([OH:30])([CH3:31])[CH3:28])=[CH:14][CH:13]=3)[CH2:9]1)=[O:7])([CH3:4])([CH3:3])[CH3:2], predict the reactants needed to synthesize it. The reactants are: [C:1]([O:5][C:6]([N:8]1[CH2:20][C@@H:19]([CH3:21])[N:18]2[C@H:10]([CH2:11][C:12]3[C:17]2=[N:16][C:15](Br)=[CH:14][CH:13]=3)[CH2:9]1)=[O:7])([CH3:4])([CH3:3])[CH3:2].C([Li])CCC.[CH3:28][C:29]([CH3:31])=[O:30]. (7) The reactants are: [CH2:1]([O:3][CH:4]([O:15][CH2:16][CH3:17])[CH2:5][CH:6]([C:10]([O:12][CH2:13][CH3:14])=[O:11])[C:7]([O-:9])=O)[CH3:2].[K+].[Cl-].[Mg+2].[Cl-].C(N(CC)CC)C.[CH3:29][O:30][CH2:31]C(Cl)=O.S([O-])(O)(=O)=O.[K+]. Given the product [CH2:16]([O:15][CH:4]([O:3][CH2:1][CH3:2])[CH2:5][CH:6]([C:7](=[O:9])[CH2:29][O:30][CH3:31])[C:10]([O:12][CH2:13][CH3:14])=[O:11])[CH3:17], predict the reactants needed to synthesize it. (8) Given the product [CH3:14][O:13][C:11](=[O:12])[C:10]1[CH:15]=[CH:16][C:7]([NH:6][C:4](=[O:5])[CH2:3]/[N:2]=[CH:29]/[CH2:28][C:27]([CH3:32])([CH3:31])[CH3:26])=[CH:8][C:9]=1[O:17][CH3:18], predict the reactants needed to synthesize it. The reactants are: Cl.[NH2:2][CH2:3][C:4]([NH:6][C:7]1[CH:16]=[CH:15][C:10]([C:11]([O:13][CH3:14])=[O:12])=[C:9]([O:17][CH3:18])[CH:8]=1)=[O:5].C(N(CC)CC)C.[CH3:26][C:27]([CH3:32])([CH3:31])[CH2:28][CH:29]=O. (9) Given the product [O:27]=[C:19]1[C:18]2[C:13](=[CH:14][C:15]([C:34]3[CH:35]=[C:36]([CH3:40])[CH:37]=[CH:38][CH:39]=3)=[CH:16][CH:17]=2)[N:12]=[C:11]([N:9]2[CH:10]=[C:6]([C:4]([OH:3])=[O:5])[CH:7]=[N:8]2)[NH:20]1, predict the reactants needed to synthesize it. The reactants are: C([O:3][C:4]([C:6]1[CH:7]=[N:8][N:9]([C:11]2[N:20](COCCOC)[C:19](=[O:27])[C:18]3[C:13](=[CH:14][C:15](I)=[CH:16][CH:17]=3)[N:12]=2)[CH:10]=1)=[O:5])C.O=C1[C:39]2[C:34](=[CH:35][C:36]([C:40]3C=CC=CC=3)=[CH:37][CH:38]=2)N=C(N2C=C(C(O)=O)C=N2)N1.CC1C=C(B(O)O)C=CC=1.